The task is: Regression. Given two drug SMILES strings and cell line genomic features, predict the synergy score measuring deviation from expected non-interaction effect.. This data is from NCI-60 drug combinations with 297,098 pairs across 59 cell lines. (1) Drug 1: COC1=C(C=C2C(=C1)N=CN=C2NC3=CC(=C(C=C3)F)Cl)OCCCN4CCOCC4. Drug 2: C1=NC2=C(N1)C(=S)N=CN2. Cell line: OVCAR3. Synergy scores: CSS=40.6, Synergy_ZIP=-16.1, Synergy_Bliss=-22.2, Synergy_Loewe=-16.9, Synergy_HSA=-15.3. (2) Drug 2: CCC1(CC2CC(C3=C(CCN(C2)C1)C4=CC=CC=C4N3)(C5=C(C=C6C(=C5)C78CCN9C7C(C=CC9)(C(C(C8N6C)(C(=O)OC)O)OC(=O)C)CC)OC)C(=O)OC)O.OS(=O)(=O)O. Drug 1: C1CCC(C1)C(CC#N)N2C=C(C=N2)C3=C4C=CNC4=NC=N3. Cell line: 786-0. Synergy scores: CSS=14.6, Synergy_ZIP=7.68, Synergy_Bliss=11.2, Synergy_Loewe=-4.84, Synergy_HSA=11.5. (3) Drug 1: C1CCC(CC1)NC(=O)N(CCCl)N=O. Drug 2: CC(C)NC(=O)C1=CC=C(C=C1)CNNC.Cl. Cell line: UACC-257. Synergy scores: CSS=-1.59, Synergy_ZIP=0.418, Synergy_Bliss=-1.17, Synergy_Loewe=-6.41, Synergy_HSA=-5.65. (4) Drug 1: CCC(=C(C1=CC=CC=C1)C2=CC=C(C=C2)OCCN(C)C)C3=CC=CC=C3.C(C(=O)O)C(CC(=O)O)(C(=O)O)O. Drug 2: CC1=C(C(=O)C2=C(C1=O)N3CC4C(C3(C2COC(=O)N)OC)N4)N. Cell line: IGROV1. Synergy scores: CSS=11.4, Synergy_ZIP=-4.46, Synergy_Bliss=0.814, Synergy_Loewe=-13.8, Synergy_HSA=-0.793. (5) Drug 1: CNC(=O)C1=CC=CC=C1SC2=CC3=C(C=C2)C(=NN3)C=CC4=CC=CC=N4. Drug 2: CC(C)(C#N)C1=CC(=CC(=C1)CN2C=NC=N2)C(C)(C)C#N. Cell line: ACHN. Synergy scores: CSS=7.07, Synergy_ZIP=-0.832, Synergy_Bliss=1.58, Synergy_Loewe=1.52, Synergy_HSA=1.04. (6) Drug 1: C1=NC2=C(N1)C(=S)N=C(N2)N. Drug 2: CC1=C(C=C(C=C1)NC(=O)C2=CC=C(C=C2)CN3CCN(CC3)C)NC4=NC=CC(=N4)C5=CN=CC=C5. Cell line: DU-145. Synergy scores: CSS=31.8, Synergy_ZIP=4.52, Synergy_Bliss=3.85, Synergy_Loewe=-11.8, Synergy_HSA=0.585. (7) Drug 1: CCC1=CC2CC(C3=C(CN(C2)C1)C4=CC=CC=C4N3)(C5=C(C=C6C(=C5)C78CCN9C7C(C=CC9)(C(C(C8N6C)(C(=O)OC)O)OC(=O)C)CC)OC)C(=O)OC.C(C(C(=O)O)O)(C(=O)O)O. Drug 2: CC1=C(C(=O)C2=C(C1=O)N3CC4C(C3(C2COC(=O)N)OC)N4)N. Cell line: CAKI-1. Synergy scores: CSS=50.3, Synergy_ZIP=1.29, Synergy_Bliss=1.32, Synergy_Loewe=0.576, Synergy_HSA=5.49.